Dataset: Forward reaction prediction with 1.9M reactions from USPTO patents (1976-2016). Task: Predict the product of the given reaction. The product is: [C@@H:6]1([N:5]2[C:4]3[N:19]=[N:23][NH:22][C:20](=[O:21])[C:3]=3[N:2]=[CH:1]2)[O:10][C@H:9]([CH2:11][OH:12])[C@@H:8]([OH:17])[C@H:7]1[OH:18]. Given the reactants [CH:1]1[N:5]([C@@H:6]2[O:10][C@H:9]([CH2:11][O:12]P(O)(O)=O)[C@@H:8]([OH:17])[C@H:7]2[OH:18])[C:4]([NH2:19])=[C:3]([C:20]([NH2:22])=[O:21])[N:2]=1.[N:23]([O-])=O.[Na+].N, predict the reaction product.